Dataset: Forward reaction prediction with 1.9M reactions from USPTO patents (1976-2016). Task: Predict the product of the given reaction. (1) Given the reactants CNC.CC(C)([O-])C.[K+].Cl.[Cl:11][C:12]1[CH:13]=[C:14]2[C:19](=[CH:20][CH:21]=1)[CH2:18][NH:17][CH2:16][CH2:15]2.Br[C:23]1[CH:28]=[C:27]([CH3:29])[C:26]([NH:30][C:31](=[O:37])[CH2:32][C:33]([CH3:36])([CH3:35])[CH3:34])=[C:25]([CH3:38])[CH:24]=1, predict the reaction product. The product is: [Cl:11][C:12]1[CH:13]=[C:14]2[C:19](=[CH:20][CH:21]=1)[CH2:18][N:17]([C:23]1[CH:28]=[C:27]([CH3:29])[C:26]([NH:30][C:31](=[O:37])[CH2:32][C:33]([CH3:34])([CH3:35])[CH3:36])=[C:25]([CH3:38])[CH:24]=1)[CH2:16][CH2:15]2. (2) Given the reactants Br[C:2]1[CH:19]=[C:18]2[C:5]([C:6]([F:21])([F:20])[CH2:7][CH2:8][C@@:9]32[C:14]([F:16])([F:15])[CH2:13][O:12][C:11]([NH2:17])=[N:10]3)=[CH:4][CH:3]=1.[F:22][C:23]1[CH:24]=[C:25](B(O)O)[CH:26]=[N:27][CH:28]=1, predict the reaction product. The product is: [F:20][C:6]1([F:21])[C:5]2[C:18](=[CH:19][C:2]([C:25]3[CH:26]=[N:27][CH:28]=[C:23]([F:22])[CH:24]=3)=[CH:3][CH:4]=2)[C@@:9]2([C:14]([F:16])([F:15])[CH2:13][O:12][C:11]([NH2:17])=[N:10]2)[CH2:8][CH2:7]1. (3) Given the reactants [Br:1][C:2]1[CH:3]=[C:4]([NH2:18])[C:5]([NH:8][CH2:9][CH2:10][CH2:11][C:12]2[CH:17]=[CH:16][CH:15]=[CH:14][CH:13]=2)=[CH:6][CH:7]=1.[CH:19](OC)(OC)OC, predict the reaction product. The product is: [Br:1][C:2]1[CH:7]=[CH:6][C:5]2[N:8]([CH2:9][CH2:10][CH2:11][C:12]3[CH:13]=[CH:14][CH:15]=[CH:16][CH:17]=3)[CH:19]=[N:18][C:4]=2[CH:3]=1. (4) Given the reactants [C:1]([C:3]1[CH:8]=[CH:7][C:6]([C:9]2[CH:17]=[C:16]([CH2:18][O:19][CH2:20][C:21]3([C:34]4[CH:39]=[CH:38][CH:37]=[CH:36][CH:35]=4)[CH2:26][CH2:25][N:24](C(OC(C)(C)C)=O)[CH2:23][CH2:22]3)[C:15]3[C:11](=[CH:12][N:13](COCC[Si](C)(C)C)[N:14]=3)[CH:10]=2)=[CH:5][CH:4]=1)#[N:2], predict the reaction product. The product is: [C:34]1([C:21]2([CH2:20][O:19][CH2:18][C:16]3[CH:17]=[C:9]([C:6]4[CH:5]=[CH:4][C:3]([C:1]#[N:2])=[CH:8][CH:7]=4)[CH:10]=[C:11]4[C:15]=3[NH:14][N:13]=[CH:12]4)[CH2:26][CH2:25][NH:24][CH2:23][CH2:22]2)[CH:35]=[CH:36][CH:37]=[CH:38][CH:39]=1. (5) The product is: [CH2:17]([N:24]([CH2:25][CH2:26][OH:27])[C:5](=[O:7])[C:4]1[CH:8]=[CH:9][CH:10]=[C:2]([Br:1])[C:3]=1[F:11])[C:18]1[CH:23]=[CH:22][CH:21]=[CH:20][CH:19]=1. Given the reactants [Br:1][C:2]1[C:3]([F:11])=[C:4]([CH:8]=[CH:9][CH:10]=1)[C:5]([OH:7])=O.CN(C)C=O.[CH2:17]([NH:24][CH2:25][CH2:26][OH:27])[C:18]1[CH:23]=[CH:22][CH:21]=[CH:20][CH:19]=1.C(N(CC)CC)C, predict the reaction product. (6) Given the reactants [O:1]1[C:6]2[CH:7]=[CH:8][CH:9]=[C:10]([CH:11]=O)[C:5]=2[O:4][CH2:3][CH2:2]1.[N+:13]([CH3:16])([O-:15])=[O:14], predict the reaction product. The product is: [N+:13]([CH:16]=[CH:11][C:10]1[C:5]2[O:4][CH2:3][CH2:2][O:1][C:6]=2[CH:7]=[CH:8][CH:9]=1)([O-:15])=[O:14].